This data is from Full USPTO retrosynthesis dataset with 1.9M reactions from patents (1976-2016). The task is: Predict the reactants needed to synthesize the given product. Given the product [Cl:19][C:16]1[CH:17]=[CH:18][C:13]([C:5]2[N:6]=[C:7]3[CH:12]=[CH:11][CH:10]=[CH:9][N:8]3[C:4]=2[CH2:3][N:22]2[CH:23]=[C:24]([C:28]([O:30][CH2:31][CH3:32])=[O:29])[C:25](=[O:27])[NH:26][C:21]2=[O:20])=[CH:14][CH:15]=1, predict the reactants needed to synthesize it. The reactants are: Cl.Cl[CH2:3][C:4]1[N:8]2[CH:9]=[CH:10][CH:11]=[CH:12][C:7]2=[N:6][C:5]=1[C:13]1[CH:18]=[CH:17][C:16]([Cl:19])=[CH:15][CH:14]=1.[O:20]=[C:21]1[NH:26][C:25](=[O:27])[C:24]([C:28]([O:30][CH2:31][CH3:32])=[O:29])=[CH:23][NH:22]1.